The task is: Regression. Given two drug SMILES strings and cell line genomic features, predict the synergy score measuring deviation from expected non-interaction effect.. This data is from NCI-60 drug combinations with 297,098 pairs across 59 cell lines. Drug 1: CNC(=O)C1=CC=CC=C1SC2=CC3=C(C=C2)C(=NN3)C=CC4=CC=CC=N4. Drug 2: C1C(C(OC1N2C=NC3=C2NC=NCC3O)CO)O. Cell line: CCRF-CEM. Synergy scores: CSS=4.73, Synergy_ZIP=-1.32, Synergy_Bliss=0.992, Synergy_Loewe=-1.29, Synergy_HSA=1.64.